From a dataset of Full USPTO retrosynthesis dataset with 1.9M reactions from patents (1976-2016). Predict the reactants needed to synthesize the given product. (1) Given the product [C:24]([C:21]1[CH:22]=[CH:23][C:18]([NH:17][C:15](=[O:16])[C@H:14]([OH:26])[C@H:10]2[O:11][CH2:12][CH2:13][N:8]([C:5]3[CH:6]=[CH:7][C:2]([NH:1][S:28]([CH3:31])(=[O:30])=[O:29])=[CH:3][CH:4]=3)[C:9]2=[O:27])=[CH:19][CH:20]=1)#[N:25], predict the reactants needed to synthesize it. The reactants are: [NH2:1][C:2]1[CH:7]=[CH:6][C:5]([N:8]2[CH2:13][CH2:12][O:11][C@H:10]([C@@H:14]([OH:26])[C:15]([NH:17][C:18]3[CH:23]=[CH:22][C:21]([C:24]#[N:25])=[CH:20][CH:19]=3)=[O:16])[C:9]2=[O:27])=[CH:4][CH:3]=1.[S:28](Cl)([CH3:31])(=[O:30])=[O:29]. (2) Given the product [CH3:1][O:2][C:3]([C:5]1[CH2:6][N:7]([C:18]([O:20][C:21]([CH3:24])([CH3:23])[CH3:22])=[O:19])[CH2:8][CH2:9][C:10]=1[C:11]1[CH:16]=[CH:15][C:14]([O:17][CH2:39][C:37]2[O:36][N:35]=[C:34]([C:27]3[C:28]([F:33])=[CH:29][CH:30]=[C:31]([F:32])[C:26]=3[Cl:25])[CH:38]=2)=[CH:13][CH:12]=1)=[O:4], predict the reactants needed to synthesize it. The reactants are: [CH3:1][O:2][C:3]([C:5]1[CH2:6][N:7]([C:18]([O:20][C:21]([CH3:24])([CH3:23])[CH3:22])=[O:19])[CH2:8][CH2:9][C:10]=1[C:11]1[CH:16]=[CH:15][C:14]([OH:17])=[CH:13][CH:12]=1)=[O:4].[Cl:25][C:26]1[C:31]([F:32])=[CH:30][CH:29]=[C:28]([F:33])[C:27]=1[C:34]1[CH:38]=[C:37]([CH2:39]O)[O:36][N:35]=1.C1CCN(C(N=NC(N2CCCCC2)=O)=O)CC1.P(CCCC)(CCCC)CCCC. (3) Given the product [OH:14][CH2:13][CH2:12][O:11][CH2:10][CH2:9][NH:8][C:2]1[CH2:6][S:5][C:4](=[O:7])[N:3]=1, predict the reactants needed to synthesize it. The reactants are: S=[C:2]1[CH2:6][S:5][C:4](=[O:7])[NH:3]1.[NH2:8][CH2:9][CH2:10][O:11][CH2:12][CH2:13][OH:14]. (4) Given the product [CH3:30][C:26]1[C:16]2[N:17]=[C:18]([C:20]3[CH:25]=[CH:24][N:23]=[CH:22][CH:21]=3)[N:19]=[C:14]([NH:13][C@@H:10]3[CH2:11][CH2:12][NH:8][CH2:9]3)[C:15]=2[S:28][C:27]=1[C:35]1[NH:31][N:32]=[CH:33][CH:34]=1, predict the reactants needed to synthesize it. The reactants are: C(OC([N:8]1[CH2:12][CH2:11][C@@H:10]([NH:13][C:14]2[C:15]3[S:28][C:27](Br)=[C:26]([CH3:30])[C:16]=3[N:17]=[C:18]([C:20]3[CH:25]=[CH:24][N:23]=[CH:22][CH:21]=3)[N:19]=2)[CH2:9]1)=O)(C)(C)C.[NH:31]1[C:35](B(O)O)=[CH:34][CH:33]=[N:32]1.C([O-])([O-])=O.[Na+].[Na+].C(O)(C(F)(F)F)=O.